This data is from Catalyst prediction with 721,799 reactions and 888 catalyst types from USPTO. The task is: Predict which catalyst facilitates the given reaction. (1) Reactant: C([C:3]1[CH:7]=[CH:6][O:5][C:4]=1[CH:8]=[O:9])=O.[NH:10]1[C:18]2[C:13](=[CH:14][CH:15]=[CH:16][CH:17]=2)[CH2:12][C:11]1=O.N1CCCC[CH2:21]1. Product: [NH:10]1[C:18]2[C:13](=[CH:14][CH:15]=[CH:16][CH:17]=2)/[C:12](=[CH:21]\[C:6]2[O:5][C:4]([CH:8]=[O:9])=[CH:3][CH:7]=2)/[CH2:11]1. The catalyst class is: 8. (2) Reactant: Cl.[C:2]([O:6][C:7](=[O:13])[C@@H:8]1[CH2:12][CH2:11][CH2:10][NH:9]1)([CH3:5])([CH3:4])[CH3:3].CCN(CC)CC.[Cl:21][C:22]1[C:31]2[C:26](=[CH:27][CH:28]=[C:29]([S:32](Cl)(=[O:34])=[O:33])[CH:30]=2)[C:25]([Cl:36])=[CH:24][N:23]=1. Product: [C:2]([O:6][C:7](=[O:13])[C@@H:8]1[CH2:12][CH2:11][CH2:10][N:9]1[S:32]([C:29]1[CH:30]=[C:31]2[C:26]([C:25]([Cl:36])=[CH:24][N:23]=[C:22]2[Cl:21])=[CH:27][CH:28]=1)(=[O:34])=[O:33])([CH3:5])([CH3:3])[CH3:4]. The catalyst class is: 2. (3) Reactant: [NH2:1][C:2]1(O)[CH:7]=[CH:6]C(OC)=C[CH2:3]1.[C:11]([O:14][C:15](=O)[CH3:16])(=O)C.[C:18]([O-])(=[O:20])[CH3:19].[Na+].[OH2:23]. Product: [OH:23][C:7]1[CH:6]=[CH:16][C:15]([O:14][CH3:11])=[CH:3][C:2]=1[NH:1][C:18](=[O:20])[CH3:19]. The catalyst class is: 33. (4) Reactant: [CH:1]1([CH2:4][O:5][C:6]2[CH:11]=[CH:10][C:9]([N+:12]([O-])=O)=[CH:8][CH:7]=2)[CH2:3][CH2:2]1. Product: [CH:1]1([CH2:4][O:5][C:6]2[CH:7]=[CH:8][C:9]([NH2:12])=[CH:10][CH:11]=2)[CH2:2][CH2:3]1. The catalyst class is: 78. (5) Reactant: [C:1]1([N:7]([CH2:31][CH2:32][C:33]([O:35]CC)=[O:34])[C:8]([C:10]2[CH:11]=[C:12]3[N:18]=[C:17]([CH2:19][CH2:20][C:21]4[CH:26]=[CH:25][C:24]([C:27](=[NH:29])[NH2:28])=[CH:23][CH:22]=4)[N:16](C)[C:13]3=[N:14][CH:15]=2)=[O:9])[CH:6]=[CH:5][CH:4]=[CH:3][CH:2]=1.[OH-].[Na+]. Product: [C:1]1([N:7]([CH2:31][CH2:32][C:33]([OH:35])=[O:34])[C:8]([C:10]2[CH2:11][C:12]3[C:13]([N:16]=[C:17]([CH2:19][CH2:20][C:21]4[CH:22]=[CH:23][C:24]([C:27](=[NH:28])[NH2:29])=[CH:25][CH:26]=4)[N:18]=3)=[N:14][CH:15]=2)=[O:9])[CH:2]=[CH:3][CH:4]=[CH:5][CH:6]=1. The catalyst class is: 40. (6) Reactant: C(N(CC)CC)C.F[B-](F)(F)F.[C:13]1(=[O:27])[N:17](OC(N(C)C)=[N+](C)C)[C:16](=[O:26])[CH2:15][CH2:14]1.[CH:28]([C:30]1[CH:38]=[CH:37][C:33]([C:34]([OH:36])=[O:35])=[CH:32][CH:31]=1)=[O:29]. Product: [O:26]=[C:16]1[CH2:15][CH2:14][C:13](=[O:27])[N:17]1[O:35][C:34](=[O:36])[C:33]1[CH:37]=[CH:38][C:30]([CH:28]=[O:29])=[CH:31][CH:32]=1. The catalyst class is: 42. (7) Reactant: [C:1]([O:5][C:6]([N:8]1[CH2:13][CH2:12][NH:11][CH2:10][CH2:9]1)=[O:7])([CH3:4])([CH3:3])[CH3:2].Br[CH2:15][CH2:16][CH2:17][Cl:18]. Product: [C:1]([O:5][C:6]([N:8]1[CH2:13][CH2:12][N:11]([CH2:15][CH2:16][CH2:17][Cl:18])[CH2:10][CH2:9]1)=[O:7])([CH3:4])([CH3:2])[CH3:3]. The catalyst class is: 2.